Task: Predict which catalyst facilitates the given reaction.. Dataset: Catalyst prediction with 721,799 reactions and 888 catalyst types from USPTO (1) Reactant: C(OC(=O)[NH:10][CH:11]1[C:17](=[O:18])[NH:16][C:15]2[C:19]([CH2:23][O:24][Si](C(C)(C)C)(C)C)=[CH:20][CH:21]=[CH:22][C:14]=2[C:13]([C:32]2[CH:37]=[CH:36][CH:35]=[C:34]([F:38])[CH:33]=2)=[N:12]1)C1C=CC=CC=1.CC(O)=O.CCOCC. Product: [NH2:10][CH:11]1[C:17](=[O:18])[NH:16][C:15]2[C:19]([CH2:23][OH:24])=[CH:20][CH:21]=[CH:22][C:14]=2[C:13]([C:32]2[CH:37]=[CH:36][CH:35]=[C:34]([F:38])[CH:33]=2)=[N:12]1. The catalyst class is: 201. (2) Reactant: C(OC([NH:11][C:12]12[CH2:20][CH2:19][CH:16]([CH2:17][CH2:18]1)[CH2:15][N:14]1[C:21](=[O:39])[C:22]([O:30][C:31]([C:33]3[CH:38]=[CH:37][CH:36]=[CH:35][CH:34]=3)=[O:32])=[C:23]([C:25]([O:27][CH2:28][CH3:29])=[O:26])[N:24]=[C:13]21)=O)C1C=CC=CC=1.[ClH:40].[H][H]. Product: [ClH:40].[NH2:11][C:12]12[CH2:20][CH2:19][CH:16]([CH2:17][CH2:18]1)[CH2:15][N:14]1[C:21](=[O:39])[C:22]([O:30][C:31]([C:33]3[CH:34]=[CH:35][CH:36]=[CH:37][CH:38]=3)=[O:32])=[C:23]([C:25]([O:27][CH2:28][CH3:29])=[O:26])[N:24]=[C:13]21. The catalyst class is: 407. (3) Reactant: [C:1]1([CH2:7][CH:8]=O)[CH:6]=[CH:5][CH:4]=[CH:3][CH:2]=1.[CH3:10][NH:11][CH3:12].[BH3-]C#N.[Na+]. Product: [CH3:10][N:11]([CH2:8][CH2:7][C:1]1[CH:6]=[CH:5][CH:4]=[CH:3][CH:2]=1)[CH3:12]. The catalyst class is: 5. (4) Reactant: Cl.[C:2]([NH2:5])(=[NH:4])[CH3:3].C[O-].[Na+].[CH2:9]([S:11][C:12]1[CH:26]=[CH:25][C:15]([CH2:16][CH:17]([C:22]([CH3:24])=O)[C:18](OC)=[O:19])=[CH:14][CH:13]=1)[CH3:10].O. Product: [CH2:9]([S:11][C:12]1[CH:26]=[CH:25][C:15]([CH2:16][C:17]2[C:18](=[O:19])[NH:4][C:2]([CH3:3])=[N:5][C:22]=2[CH3:24])=[CH:14][CH:13]=1)[CH3:10]. The catalyst class is: 5. (5) Reactant: [CH2:1]([NH:8][CH2:9][C:10]1[CH:15]=[CH:14][C:13]([O:16][CH2:17][C:18]2[CH:23]=[CH:22][C:21]([F:24])=[CH:20][CH:19]=2)=[C:12]([O:25][CH3:26])[CH:11]=1)[C:2]1[CH:7]=[CH:6][CH:5]=[CH:4][CH:3]=1.[S:27]1[CH:31]=[CH:30][CH:29]=[C:28]1[C:32](Cl)=[O:33].C(N(CC)CC)C.[OH-].[Na+]. Product: [CH2:1]([N:8]([CH2:9][C:10]1[CH:15]=[CH:14][C:13]([O:16][CH2:17][C:18]2[CH:19]=[CH:20][C:21]([F:24])=[CH:22][CH:23]=2)=[C:12]([O:25][CH3:26])[CH:11]=1)[C:32]([C:28]1[S:27][CH:31]=[CH:30][CH:29]=1)=[O:33])[C:2]1[CH:3]=[CH:4][CH:5]=[CH:6][CH:7]=1. The catalyst class is: 4. (6) Reactant: N[CH2:2][C:3]1[S:4][CH:5]=[CH:6][N:7]=1.[CH3:8][O:9][C:10]1[CH:17]=[CH:16][C:13]([CH:14]=O)=[CH:12][CH:11]=1.[BH3-][C:19]#[N:20].[Na+]. Product: [CH3:8][O:9][C:10]1[CH:17]=[CH:16][C:13]([CH2:14][N:20]([CH2:19][C:13]2[CH:16]=[CH:17][C:10]([O:9][CH3:8])=[CH:11][CH:12]=2)[CH2:2][C:3]2[S:4][CH:5]=[CH:6][N:7]=2)=[CH:12][CH:11]=1. The catalyst class is: 5. (7) Product: [OH:4][C:5]1[CH:6]=[C:7]2[C:12](=[CH:13][CH:14]=1)[C@:11]([CH3:15])([C:16]([F:19])([F:17])[F:18])[O:10][CH2:9][CH2:8]2. Reactant: C([O:4][C:5]1[CH:6]=[C:7]2[C:12](=[CH:13][CH:14]=1)[C@@:11]([C:16]([F:19])([F:18])[F:17])([CH3:15])[O:10][CH2:9][CH2:8]2)(=O)C.CO.C(=O)([O-])[O-].[K+].[K+].Cl. The catalyst class is: 6. (8) Reactant: [Cl:1][C:2]1[CH:7]=[C:6]([C:8]#[N:9])[C:5]([O:10][CH3:11])=[CH:4][C:3]=1[CH2:12][C:13]([O:15]C)=[O:14].O[Li].O. Product: [Cl:1][C:2]1[CH:7]=[C:6]([C:8]#[N:9])[C:5]([O:10][CH3:11])=[CH:4][C:3]=1[CH2:12][C:13]([OH:15])=[O:14]. The catalyst class is: 87.